From a dataset of Catalyst prediction with 721,799 reactions and 888 catalyst types from USPTO. Predict which catalyst facilitates the given reaction. Reactant: Cl[CH2:2][C:3]([NH:5][C:6]1[CH:11]=[CH:10][CH:9]=[C:8]([C:12]#[N:13])[CH:7]=1)=[O:4].[CH2:14]([CH:21]1[CH2:26][CH2:25][NH:24][CH2:23][CH2:22]1)[C:15]1[CH:20]=[CH:19][CH:18]=[CH:17][CH:16]=1. Product: [CH2:14]([CH:21]1[CH2:26][CH2:25][N:24]([CH2:2][C:3]([NH:5][C:6]2[CH:11]=[CH:10][CH:9]=[C:8]([C:12]#[N:13])[CH:7]=2)=[O:4])[CH2:23][CH2:22]1)[C:15]1[CH:20]=[CH:19][CH:18]=[CH:17][CH:16]=1. The catalyst class is: 27.